From a dataset of Peptide-MHC class II binding affinity with 134,281 pairs from IEDB. Regression. Given a peptide amino acid sequence and an MHC pseudo amino acid sequence, predict their binding affinity value. This is MHC class II binding data. (1) The peptide sequence is FDPYGATISATPKSA. The MHC is HLA-DQA10501-DQB10201 with pseudo-sequence HLA-DQA10501-DQB10201. The binding affinity (normalized) is 0.374. (2) The peptide sequence is MKNIFMLTLFILIIT. The MHC is DRB1_0701 with pseudo-sequence DRB1_0701. The binding affinity (normalized) is 0.126. (3) The peptide sequence is CAATAGTTVYGAFAA. The MHC is HLA-DQA10102-DQB10602 with pseudo-sequence HLA-DQA10102-DQB10602. The binding affinity (normalized) is 0.846. (4) The peptide sequence is TLYGPQLSQKIVQIN. The MHC is HLA-DQA10102-DQB10602 with pseudo-sequence HLA-DQA10102-DQB10602. The binding affinity (normalized) is 0.321. (5) The peptide sequence is RDLLLIVTRIVELLGR. The binding affinity (normalized) is 0.290. The MHC is HLA-DQA10104-DQB10503 with pseudo-sequence HLA-DQA10104-DQB10503. (6) The peptide sequence is CDKFLANVSTVLTGK. The MHC is DRB1_1602 with pseudo-sequence DRB1_1602. The binding affinity (normalized) is 0.780. (7) The peptide sequence is YDKFLANVSTVFTGK. The MHC is DRB1_1001 with pseudo-sequence DRB1_1001. The binding affinity (normalized) is 0.664. (8) The peptide sequence is TPLTLVDICFWSTLF. The MHC is DRB1_1501 with pseudo-sequence DRB1_1501. The binding affinity (normalized) is 0.0387. (9) The peptide sequence is QGEPGRVIRGKKGAG. The MHC is DRB1_1501 with pseudo-sequence DRB1_1501. The binding affinity (normalized) is 0.577.